Dataset: Reaction yield outcomes from USPTO patents with 853,638 reactions. Task: Predict the reaction yield, written as a fraction of the theoretical maximum amount of product (1.0 means a 100% yield; for example, 0.34 means a 34% yield). (1) The reactants are [Br:1][C:2]1[CH:7]=[CH:6][C:5]([NH:8][C:9]2[C:10]([C:26]([OH:28])=O)=[CH:11][C:12]3[N:16]([CH2:17][CH:18]4[CH2:23][CH2:22][CH2:21][CH2:20][O:19]4)[CH:15]=[N:14][C:13]=3[C:24]=2[F:25])=[C:4]([Cl:29])[CH:3]=1.C1C=CC2N(O)N=NC=2C=1.C(N(CC)CC)C.[CH:47]([O:49][CH2:50][CH2:51][O:52][NH2:53])=[CH2:48].CCN=C=NCCCN(C)C. The catalyst is CN(C)C=O.C(OCC)(=O)C.O. The product is [CH:47]([O:49][CH2:50][CH2:51][O:52][NH:53][C:26]([C:10]1[C:9]([NH:8][C:5]2[CH:6]=[CH:7][C:2]([Br:1])=[CH:3][C:4]=2[Cl:29])=[C:24]([F:25])[C:13]2[N:14]=[CH:15][N:16]([CH2:17][CH:18]3[CH2:23][CH2:22][CH2:21][CH2:20][O:19]3)[C:12]=2[CH:11]=1)=[O:28])=[CH2:48]. The yield is 0.790. (2) The reactants are [CH2:1]([N:8]1[CH2:12][CH2:11][CH:10]([C@@H:13]2[CH2:15][C@@H:14]2[C:16]([O:18][C:19]([CH3:22])([CH3:21])[CH3:20])=[O:17])[C:9]1=S)[C:2]1[CH:7]=[CH:6][CH:5]=[CH:4][CH:3]=1. The catalyst is [Ni].C(O)C. The product is [CH2:1]([N:8]1[CH2:12][CH2:11][CH:10]([C@@H:13]2[CH2:15][C@@H:14]2[C:16]([O:18][C:19]([CH3:22])([CH3:21])[CH3:20])=[O:17])[CH2:9]1)[C:2]1[CH:3]=[CH:4][CH:5]=[CH:6][CH:7]=1. The yield is 0.858. (3) The reactants are [CH2:1]([CH:8]1[CH2:13][CH2:12][N:11]([CH2:14][CH2:15][CH2:16][OH:17])[CH2:10][CH2:9]1)[C:2]1[CH:7]=[CH:6][CH:5]=[CH:4][CH:3]=1.[C:18]1([CH3:28])[CH:23]=[CH:22][C:21]([S:24](Cl)(=[O:26])=[O:25])=[CH:20][CH:19]=1. The catalyst is C(Cl)Cl. The product is [CH2:1]([CH:8]1[CH2:9][CH2:10][N:11]([CH2:14][CH2:15][CH2:16][O:17][S:24]([C:21]2[CH:22]=[CH:23][C:18]([CH3:28])=[CH:19][CH:20]=2)(=[O:26])=[O:25])[CH2:12][CH2:13]1)[C:2]1[CH:7]=[CH:6][CH:5]=[CH:4][CH:3]=1. The yield is 0.380. (4) The reactants are I[C:2]1[N:10]=[C:9]2[C:5]([NH:6][CH:7]=[N:8]2)=[C:4]([Cl:11])[N:3]=1.[CH3:12][Mg]Cl. The catalyst is C(O)CCC. The product is [CH3:12][C:2]1[N:10]=[C:9]2[C:5]([NH:6][CH:7]=[N:8]2)=[C:4]([Cl:11])[N:3]=1. The yield is 0.910. (5) The reactants are [I-].[CH:2]1([CH2:7][P+](C2C=CC=CC=2)(C2C=CC=CC=2)C2C=CC=CC=2)[CH2:6][CH2:5][CH2:4][CH2:3]1.C[Si]([N-][Si](C)(C)C)(C)C.[Na+].[CH2:37]([O:39][C:40](=[O:52])[C:41]([C:43]1[CH:48]=[CH:47][C:46]([S:49][CH2:50][CH3:51])=[CH:45][CH:44]=1)=O)[CH3:38]. The catalyst is O1CCCC1. The product is [CH2:37]([O:39][C:40](=[O:52])[C:41]([C:43]1[CH:48]=[CH:47][C:46]([S:49][CH2:50][CH3:51])=[CH:45][CH:44]=1)=[CH:7][CH:2]1[CH2:6][CH2:5][CH2:4][CH2:3]1)[CH3:38]. The yield is 0.500. (6) The reactants are Cl.[Cl:2][C:3]1[CH:11]=[CH:10][CH:9]=[C:8]2[C:4]=1[CH2:5][N:6]([C:12]([O:14][C@@H:15]1[CH2:19][C@@H:18]([C:20](=[O:36])[NH:21][C@:22]3([C:27](=[O:35])[NH:28][S:29]([CH:32]4[CH2:34][CH2:33]4)(=[O:31])=[O:30])[CH2:24][C@H:23]3[CH:25]=[CH2:26])[NH:17][CH2:16]1)=[O:13])[CH2:7]2.[C:37]([O:41][C:42]([C@@H:44]([CH:48]1[CH2:53][CH2:52][CH2:51][CH2:50][CH2:49]1)[C:45](O)=[O:46])=[O:43])([CH3:40])([CH3:39])[CH3:38].CN(C(ON1N=NC2C=CC=NC1=2)=[N+](C)C)C.F[P-](F)(F)(F)(F)F.CCN(C(C)C)C(C)C.Cl. The catalyst is CN(C=O)C.O. The product is [CH:32]1([S:29]([NH:28][C:27]([C@@:22]2([NH:21][C:20]([C@H:18]3[N:17]([C:45](=[O:46])[C@@H:44]([C:42]([O:41][C:37]([CH3:39])([CH3:38])[CH3:40])=[O:43])[CH:48]4[CH2:53][CH2:52][CH2:51][CH2:50][CH2:49]4)[CH2:16][C@H:15]([O:14][C:12]([N:6]4[CH2:5][C:4]5[C:8](=[CH:9][CH:10]=[CH:11][C:3]=5[Cl:2])[CH2:7]4)=[O:13])[CH2:19]3)=[O:36])[CH2:24][C@H:23]2[CH:25]=[CH2:26])=[O:35])(=[O:31])=[O:30])[CH2:33][CH2:34]1. The yield is 0.590. (7) The catalyst is CCO. The yield is 0.330. The product is [Cl:1][C:2]1[CH:7]=[C:6]([NH:8][CH:9]2[CH2:10][CH2:11]2)[N:5]2[N:12]=[CH:13][C:14]([CH:15]=[C:23]3[NH:17][C:18](=[O:19])[NH:20][C:21]3=[O:22])=[C:4]2[N:3]=1. The reactants are [Cl:1][C:2]1[CH:7]=[C:6]([NH:8][CH:9]2[CH2:11][CH2:10]2)[N:5]2[N:12]=[CH:13][C:14]([CH:15]=O)=[C:4]2[N:3]=1.[NH:17]1[CH2:23][C:21](=[O:22])[NH:20][C:18]1=[O:19].N1CCCC1. (8) The reactants are [CH3:1][C:2]1[CH:11]=[C:10]2[C:5]([C:6]([N:19]3[CH2:24][CH2:23][NH:22][CH2:21][CH2:20]3)=[N:7][C:8]([C:12]3[CH:17]=[CH:16][CH:15]=[CH:14][C:13]=3[OH:18])=[N:9]2)=[CH:4][CH:3]=1.C(N(CC)CC)C.[CH:32]1([CH2:37][CH2:38][C:39](Cl)=[O:40])[CH2:36][CH2:35][CH2:34][CH2:33]1. The catalyst is C(Cl)Cl. The product is [CH:32]1([CH2:37][CH2:38][C:39]([N:22]2[CH2:23][CH2:24][N:19]([C:6]3[C:5]4[C:10](=[CH:11][C:2]([CH3:1])=[CH:3][CH:4]=4)[N:9]=[C:8]([C:12]4[CH:17]=[CH:16][CH:15]=[CH:14][C:13]=4[OH:18])[N:7]=3)[CH2:20][CH2:21]2)=[O:40])[CH2:36][CH2:35][CH2:34][CH2:33]1. The yield is 0.860. (9) The reactants are [CH3:1][O:2][C:3]1[C:11]([CH3:12])=[C:10]2[C:6]([C:7](=[O:13])[O:8][CH2:9]2)=[C:5]([O:14][CH2:15][CH2:16][Si:17]([CH3:20])([CH3:19])[CH3:18])[C:4]=1[CH2:21][CH:22]=[C:23]([CH3:29])[CH2:24][P:25](=[O:28])([OH:27])[OH:26].[C:30]1(O)[CH:35]=[CH:34][CH:33]=[CH:32][CH:31]=1.[CH:37]1(N=C=N[CH:37]2[CH2:42][CH2:41][CH2:40][CH2:39][CH2:38]2)[CH2:42][CH2:41][CH2:40][CH2:39][CH2:38]1. The catalyst is CN(C=O)C.CN(C1C=CN=CC=1)C. The product is [C:30]1([O:28][P:25]([CH2:24][C:23]([CH3:29])=[CH:22][CH2:21][C:4]2[C:5]([O:14][CH2:15][CH2:16][Si:17]([CH3:19])([CH3:20])[CH3:18])=[C:6]3[C:10](=[C:11]([CH3:12])[C:3]=2[O:2][CH3:1])[CH2:9][O:8][C:7]3=[O:13])(=[O:26])[O:27][C:37]2[CH:42]=[CH:41][CH:40]=[CH:39][CH:38]=2)[CH:35]=[CH:34][CH:33]=[CH:32][CH:31]=1. The yield is 0.210.